Predict the reactants needed to synthesize the given product. From a dataset of Full USPTO retrosynthesis dataset with 1.9M reactions from patents (1976-2016). (1) Given the product [I:6][C:7]1[CH:13]=[CH:12][CH:11]=[CH:10][C:8]=1[NH:9][S:2]([CH3:1])(=[O:4])=[O:3], predict the reactants needed to synthesize it. The reactants are: [CH3:1][S:2](Cl)(=[O:4])=[O:3].[I:6][C:7]1[CH:13]=[CH:12][CH:11]=[CH:10][C:8]=1[NH2:9].C(N(CC)CC)C. (2) The reactants are: [Cl:1][C:2]1[CH:3]=[CH:4][C:5]2[O:9][CH:8]([CH2:10][N:11]3[CH2:16][CH2:15][NH:14][CH2:13][CH2:12]3)[CH2:7][C:6]=2[CH:17]=1.C(N(CC)CC)C.[Cl:25][CH2:26][C:27](Cl)=[O:28]. Given the product [Cl:25][CH2:26][C:27]([N:14]1[CH2:13][CH2:12][N:11]([CH2:10][CH:8]2[CH2:7][C:6]3[CH:17]=[C:2]([Cl:1])[CH:3]=[CH:4][C:5]=3[O:9]2)[CH2:16][CH2:15]1)=[O:28], predict the reactants needed to synthesize it. (3) Given the product [CH2:11]([N:10]1[C:9](=[O:18])[C:8]2=[CH:19][CH:20]=[CH:21][N:7]2[N:6]=[C:5]1[CH:2]([NH:1][CH:22]1[CH2:26][CH2:25][CH2:24][CH2:23]1)[CH2:3][CH3:4])[C:12]1[CH:13]=[CH:14][CH:15]=[CH:16][CH:17]=1, predict the reactants needed to synthesize it. The reactants are: [NH2:1][CH:2]([C:5]1[N:10]([CH2:11][C:12]2[CH:17]=[CH:16][CH:15]=[CH:14][CH:13]=2)[C:9](=[O:18])[C:8]2=[CH:19][CH:20]=[CH:21][N:7]2[N:6]=1)[CH2:3][CH3:4].[C:22]1(=O)[CH2:26][CH2:25][CH2:24][CH2:23]1.C([O-])(=O)C.[Na+].C(O[BH-](OC(=O)C)OC(=O)C)(=O)C.[Na+]. (4) Given the product [Cl:1][C:2]1[CH:3]=[C:4]([NH:8][C:9]([N:11]2[CH2:16][CH2:15][C:14]3[NH:17][N:18]=[C:19]([C:20]([OH:22])=[O:21])[C:13]=3[CH2:12]2)=[O:10])[CH:5]=[CH:6][CH:7]=1, predict the reactants needed to synthesize it. The reactants are: [Cl:1][C:2]1[CH:3]=[C:4]([NH:8][C:9]([N:11]2[CH2:16][CH2:15][C:14]3[NH:17][N:18]=[C:19]([C:20]([O:22]CC)=[O:21])[C:13]=3[CH2:12]2)=[O:10])[CH:5]=[CH:6][CH:7]=1.[OH-].[Na+].Cl.